Dataset: Reaction yield outcomes from USPTO patents with 853,638 reactions. Task: Predict the reaction yield, written as a fraction of the theoretical maximum amount of product (1.0 means a 100% yield; for example, 0.34 means a 34% yield). (1) The reactants are Br[CH2:2][C:3]1[CH:11]=[CH:10][CH:9]=[C:8]2[C:4]=1[CH:5]=[N:6][N:7]2[CH:12]1[CH2:17][CH2:16][CH2:15][CH2:14][O:13]1.[N-:18]=[N+:19]=[N-:20].[Na+].O. The catalyst is CN(C)C=O. The product is [N:18]([CH2:2][C:3]1[CH:11]=[CH:10][CH:9]=[C:8]2[C:4]=1[CH:5]=[N:6][N:7]2[CH:12]1[CH2:17][CH2:16][CH2:15][CH2:14][O:13]1)=[N+:19]=[N-:20]. The yield is 0.950. (2) The reactants are [C:1](=[O:16])([O:14][CH3:15])[O:2][C:3]1[CH:8]=[C:7]([N+:9]([O-])=O)[C:6]([F:12])=[CH:5][C:4]=1[Cl:13]. The catalyst is CO.[OH-].[OH-].[Pd+2]. The product is [ClH:13].[C:1](=[O:16])([O:14][CH3:15])[O:2][C:3]1[CH:4]=[CH:5][C:6]([F:12])=[C:7]([NH2:9])[CH:8]=1. The yield is 0.860. (3) The reactants are [NH2:1][C@@H:2]([CH3:5])[CH2:3][OH:4].[Cl:6][C:7]1[CH:12]=[C:11]([NH:13][C:14]2[C:23]3[C:18](=[CH:19][CH:20]=[CH:21][C:22]=3F)[N:17]=[CH:16][N:15]=2)[CH:10]=[CH:9][C:8]=1[OH:25]. No catalyst specified. The product is [NH2:1][C@@H:2]([CH3:5])[CH2:3][O:4][C:22]1[CH:21]=[CH:20][CH:19]=[C:18]2[C:23]=1[C:14]([NH:13][C:11]1[CH:10]=[CH:9][C:8]([OH:25])=[C:7]([Cl:6])[CH:12]=1)=[N:15][CH:16]=[N:17]2. The yield is 0.540. (4) The reactants are C(OC([N:8]1[CH2:13][CH2:12][CH:11]([C:14](=[O:33])[NH:15][C:16]2[S:17][C:18]3[C:24]([N:25]4[CH2:30][CH2:29][O:28][CH2:27][CH2:26]4)=[CH:23][CH:22]=[C:21]([O:31][CH3:32])[C:19]=3[N:20]=2)[CH2:10][CH2:9]1)=O)(C)(C)C. The catalyst is FC(F)(F)C(O)=O. The product is [CH3:32][O:31][C:21]1[C:19]2[N:20]=[C:16]([NH:15][C:14]([CH:11]3[CH2:10][CH2:9][NH:8][CH2:13][CH2:12]3)=[O:33])[S:17][C:18]=2[C:24]([N:25]2[CH2:26][CH2:27][O:28][CH2:29][CH2:30]2)=[CH:23][CH:22]=1. The yield is 0.770.